From a dataset of Forward reaction prediction with 1.9M reactions from USPTO patents (1976-2016). Predict the product of the given reaction. (1) Given the reactants Cl[C:2]1[C:7]([N+:8]([O-])=O)=[C:6]([NH:11][C:12]2[CH:17]=[N:16][CH:15]=[CH:14][N:13]=2)[CH:5]=[C:4]([CH3:18])[N:3]=1, predict the reaction product. The product is: [CH3:18][C:4]1[N:3]=[CH:2][C:7]([NH2:8])=[C:6]([NH:11][C:12]2[CH:17]=[N:16][CH:15]=[CH:14][N:13]=2)[CH:5]=1. (2) Given the reactants [F:1][C:2]([F:37])([F:36])[C:3]1[CH:4]=[C:5]([CH2:13][O:14][C@@H:15]2[CH2:21][CH2:20][C@@H:19]3[NH:22][C@@:16]2([C:30]2[CH:35]=[CH:34][CH:33]=[CH:32][CH:31]=2)[CH2:17][C@H:18]3[C:23]([O:25][C:26]([CH3:29])([CH3:28])[CH3:27])=[O:24])[CH:6]=[C:7]([C:9]([F:12])([F:11])[F:10])[CH:8]=1.C(=O)([O-])[O-].[K+].[K+].[CH2:44](Br)[CH:45]=[CH2:46], predict the reaction product. The product is: [CH2:46]([N:22]1[C@@H:19]2[C@H:18]([C:23]([O:25][C:26]([CH3:29])([CH3:28])[CH3:27])=[O:24])[CH2:17][C@@:16]1([C:30]1[CH:31]=[CH:32][CH:33]=[CH:34][CH:35]=1)[C@H:15]([O:14][CH2:13][C:5]1[CH:6]=[C:7]([C:9]([F:10])([F:11])[F:12])[CH:8]=[C:3]([C:2]([F:36])([F:1])[F:37])[CH:4]=1)[CH2:21][CH2:20]2)[CH:45]=[CH2:44]. (3) Given the reactants [Cl:1][C:2]1[CH:7]=[CH:6][CH:5]=[C:4]([Cl:8])[C:3]=1[C:9]1[NH:14][C:13](=[O:15])[CH:12]=[C:11]([OH:16])[CH:10]=1.[N+:17]([O-])([OH:19])=[O:18], predict the reaction product. The product is: [Cl:1][C:2]1[CH:7]=[CH:6][CH:5]=[C:4]([Cl:8])[C:3]=1[C:9]1[NH:14][C:13](=[O:15])[C:12]([N+:17]([O-:19])=[O:18])=[C:11]([OH:16])[CH:10]=1. (4) Given the reactants [Br:1][C:2]1[CH:10]=[CH:9][C:5]([C:6](O)=[O:7])=[C:4](Cl)[CH:3]=1.C[O:13][C:14]1[CH:15]=[C:16]([OH:22])[CH:17]=[C:18]([O:20][CH3:21])[CH:19]=1.C(=O)([O-])[O-].[K+].[K+].Cl, predict the reaction product. The product is: [Br:1][C:2]1[CH:10]=[CH:9][C:21]2[O:20][C:18]3[CH:19]=[C:14]([OH:13])[CH:15]=[C:16]([OH:22])[C:17]=3[C:6](=[O:7])[CH2:5][C:4]=2[CH:3]=1. (5) Given the reactants FC(F)(F)S(O[C:7]1[C:8]([C:18]([N:20]([O:22][CH3:23])[CH3:21])=[O:19])=[CH:9][C:10]([Cl:17])=[C:11]2[C:16]=1[N:15]=[CH:14][CH:13]=[CH:12]2)(=O)=O.[NH:26]1[CH2:30][CH2:29][C@@H:28]([OH:31])[CH2:27]1.C(=O)([O-])[O-].[Cs+].[Cs+], predict the reaction product. The product is: [Cl:17][C:10]1[CH:9]=[C:8]([C:18]([N:20]([O:22][CH3:23])[CH3:21])=[O:19])[C:7]([N:26]2[CH2:30][CH2:29][C@@H:28]([OH:31])[CH2:27]2)=[C:16]2[C:11]=1[CH:12]=[CH:13][CH:14]=[N:15]2.